From a dataset of CYP2C19 inhibition data for predicting drug metabolism from PubChem BioAssay. Regression/Classification. Given a drug SMILES string, predict its absorption, distribution, metabolism, or excretion properties. Task type varies by dataset: regression for continuous measurements (e.g., permeability, clearance, half-life) or binary classification for categorical outcomes (e.g., BBB penetration, CYP inhibition). Dataset: cyp2c19_veith. (1) The molecule is Cc1ccc(-c2csc(C(C#N)=C3CCCC3)n2)cc1. The result is 1 (inhibitor). (2) The molecule is CN1CCN(c2ncc3nc(CCc4ccccc4)c(=O)n(C)c3n2)CC1. The result is 0 (non-inhibitor).